From a dataset of Catalyst prediction with 721,799 reactions and 888 catalyst types from USPTO. Predict which catalyst facilitates the given reaction. (1) Reactant: CC1[N:3]([C:8]2[CH:13]=[CH:12][CH:11]=[C:10]([CH2:14][CH2:15][CH3:16])[N:9]=2)C(C)=CC=1.NO.Cl. Product: [CH2:14]([C:10]1[N:9]=[C:8]([NH2:3])[CH:13]=[CH:12][CH:11]=1)[CH2:15][CH3:16]. The catalyst class is: 14. (2) Reactant: C([Li:5])CCC.[C:6]1([CH2:12][C:13]2[CH:18]=[CH:17][CH:16]=[CH:15][CH:14]=2)[CH:11]=[CH:10][CH:9]=[CH:8][CH:7]=1. Product: [C:6]1([CH:12]([Li:5])[C:13]2[CH:14]=[CH:15][CH:16]=[CH:17][CH:18]=2)[CH:11]=[CH:10][CH:9]=[CH:8][CH:7]=1. The catalyst class is: 1. (3) Reactant: [CH3:1][O:2][C:3]1[CH:17]=[C:16]([CH:18]([CH3:40])[C:19]([NH:21][CH2:22][C:23]2[C:24]([N:33]3[CH2:38][CH2:37][CH:36]([CH3:39])[CH2:35][CH2:34]3)=[N:25][C:26]([C:29]([F:32])([F:31])[F:30])=[CH:27][CH:28]=2)=[O:20])[CH:15]=[CH:14][C:4]=1[CH2:5][NH:6]C(=O)OC(C)(C)C.FC(F)(F)C(O)=O.C([O-])(O)=O.[Na+]. Product: [NH2:6][CH2:5][C:4]1[CH:14]=[CH:15][C:16]([CH:18]([CH3:40])[C:19]([NH:21][CH2:22][C:23]2[C:24]([N:33]3[CH2:38][CH2:37][CH:36]([CH3:39])[CH2:35][CH2:34]3)=[N:25][C:26]([C:29]([F:30])([F:31])[F:32])=[CH:27][CH:28]=2)=[O:20])=[CH:17][C:3]=1[O:2][CH3:1]. The catalyst class is: 4. (4) Product: [CH3:32][N:33]([CH3:34])[C:23](=[O:24])[C:22]1[CH:26]=[CH:27][C:19]([N:16]2[CH2:15][CH2:14][N:13]([CH2:12][C:9]3[CH:10]=[N:11][C:5]4[N:4]5[CH2:28][CH2:29][CH2:30][C@H:3]5[C:2](=[O:1])[NH:7][C:6]=4[CH:8]=3)[CH2:18][CH2:17]2)=[CH:20][CH:21]=1. Reactant: [O:1]=[C:2]1[NH:7][C:6]2[CH:8]=[C:9]([CH2:12][N:13]3[CH2:18][CH2:17][N:16]([C:19]4[CH:27]=[CH:26][C:22]([C:23](O)=[O:24])=[CH:21][CH:20]=4)[CH2:15][CH2:14]3)[CH:10]=[N:11][C:5]=2[N:4]2[CH2:28][CH2:29][CH2:30][C@@H:3]12.Cl.[CH3:32][NH:33][CH3:34].CN(C(ON1N=NC2C=CC=NC1=2)=[N+](C)C)C.F[P-](F)(F)(F)(F)F.CN1CCOCC1. The catalyst class is: 3. (5) Reactant: [CH3:1][O:2][C:3]1[CH:4]=[C:5]([C:11]2[C@@H:20]3[C@@H:15]([CH2:16][CH2:17][CH2:18][CH2:19]3)[C:14](=[O:21])[N:13]([CH:22]3[CH2:27][CH2:26][N:25]([C:28](=[O:46])[CH2:29][C@H:30]([NH:38]C(=O)OC(C)(C)C)[CH2:31][C:32]4[CH:37]=[CH:36][CH:35]=[CH:34][CH:33]=4)[CH2:24][CH2:23]3)[N:12]=2)[CH:6]=[CH:7][C:8]=1[O:9][CH3:10].FC(F)(F)C(O)=O.C(=O)(O)[O-].[Na+]. Product: [NH2:38][C@H:30]([CH2:31][C:32]1[CH:37]=[CH:36][CH:35]=[CH:34][CH:33]=1)[CH2:29][C:28]([N:25]1[CH2:26][CH2:27][CH:22]([N:13]2[N:12]=[C:11]([C:5]3[CH:6]=[CH:7][C:8]([O:9][CH3:10])=[C:3]([O:2][CH3:1])[CH:4]=3)[C@@H:20]3[C@@H:15]([CH2:16][CH2:17][CH2:18][CH2:19]3)[C:14]2=[O:21])[CH2:23][CH2:24]1)=[O:46]. The catalyst class is: 2.